Dataset: Catalyst prediction with 721,799 reactions and 888 catalyst types from USPTO. Task: Predict which catalyst facilitates the given reaction. (1) Reactant: [CH2:1]([N:3]([CH:18]1[CH2:23][CH2:22][N:21]([CH3:24])[CH2:20][CH2:19]1)[C:4]1[C:5]([CH3:17])=[C:6]([CH:10]=[C:11]([C:13]([F:16])([F:15])[F:14])[CH:12]=1)[C:7]([OH:9])=O)[CH3:2].Cl.Cl.[NH2:27][CH2:28][C:29]1[C:30](=[O:40])[NH:31][C:32]([CH3:39])=[CH:33][C:34]=1[C:35]([F:38])([F:37])[F:36].C1CN([P+](ON2N=NC3C=CC=CC2=3)(N2CCCC2)N2CCCC2)CC1.F[P-](F)(F)(F)(F)F.CCN(C(C)C)C(C)C. Product: [CH2:1]([N:3]([CH:18]1[CH2:19][CH2:20][N:21]([CH3:24])[CH2:22][CH2:23]1)[C:4]1[C:5]([CH3:17])=[C:6]([CH:10]=[C:11]([C:13]([F:15])([F:16])[F:14])[CH:12]=1)[C:7]([NH:27][CH2:28][C:29]1[C:30](=[O:40])[NH:31][C:32]([CH3:39])=[CH:33][C:34]=1[C:35]([F:36])([F:37])[F:38])=[O:9])[CH3:2]. The catalyst class is: 16. (2) Reactant: [N:1]1([CH:6]2[CH2:14][C:13]3[C:8](=[CH:9][CH:10]=[C:11]([O:15][C:16]4[N:17]=[CH:18][C:19]([C:22]([O:24]C)=[O:23])=[N:20][CH:21]=4)[CH:12]=3)[CH2:7]2)[CH2:5][CH2:4][CH2:3][CH2:2]1.[OH-].[Na+]. The catalyst class is: 357. Product: [N:1]1([CH:6]2[CH2:14][C:13]3[C:8](=[CH:9][CH:10]=[C:11]([O:15][C:16]4[N:17]=[CH:18][C:19]([C:22]([OH:24])=[O:23])=[N:20][CH:21]=4)[CH:12]=3)[CH2:7]2)[CH2:2][CH2:3][CH2:4][CH2:5]1.